From a dataset of Catalyst prediction with 721,799 reactions and 888 catalyst types from USPTO. Predict which catalyst facilitates the given reaction. (1) Product: [CH2:1]([C:3]1[CH:4]=[CH:5][C:6]([CH2:7][C:8]2[C:13]([CH3:14])=[C:12]([OH:54])[CH:11]=[C:10]([C:24]3([O:42][C@H:41]([CH2:43][O:44][C:45](=[O:47])[CH3:46])[C@@H:36]([O:37][C:38](=[O:40])[CH3:39])[C@H:31]([O:32][C:33](=[O:35])[CH3:34])[C@H:26]3[O:27][C:28](=[O:30])[CH3:29])[OH:58])[CH:9]=2)=[CH:48][CH:49]=1)[CH3:2]. The catalyst class is: 15. Reactant: [CH2:1]([C:3]1[CH:49]=[CH:48][C:6]([CH2:7][C:8]2[CH:9]=[C:10]([C:24]3([O:42][C@H:41]([CH2:43][O:44][C:45](=[O:47])[CH3:46])[C@@H:36]([O:37][C:38](=[O:40])[CH3:39])[C@H:31]([O:32][C:33](=[O:35])[CH3:34])[C@H:26]3[O:27][C:28](=[O:30])[CH3:29])O)[CH:11]=[C:12](B3OC(C)(C)C(C)(C)O3)[C:13]=2[CH3:14])=[CH:5][CH:4]=1)[CH3:2].OO.C(OCC)(=[O:54])C.[OH2:58]. (2) Reactant: CI.[CH3:3][C:4]1[CH:9]=[C:8]([CH3:10])[N:7]=[C:6]([O:11][C@H:12]2[C@:15]3([C:26]4[CH:31]=[CH:30][CH:29]=[C:28]([C:32]([F:35])([F:34])[F:33])[CH:27]=4)[C:16]4[CH:25]=[CH:24][CH:23]=[CH:22][C:17]=4[NH:18][C:19](=[O:21])[CH2:20][N:14]3[C:13]2=[O:36])[N:5]=1.[C:37](=O)([O-])[O-].[K+].[K+]. Product: [CH3:10][C:8]1[CH:9]=[C:4]([CH3:3])[N:5]=[C:6]([O:11][C@H:12]2[C@:15]3([C:26]4[CH:31]=[CH:30][CH:29]=[C:28]([C:32]([F:35])([F:34])[F:33])[CH:27]=4)[C:16]4[CH:25]=[CH:24][CH:23]=[CH:22][C:17]=4[N:18]([CH3:37])[C:19](=[O:21])[CH2:20][N:14]3[C:13]2=[O:36])[N:7]=1. The catalyst class is: 3. (3) Reactant: [O:1]=[C:2]1[CH2:7][CH2:6][S:5][CH2:4][CH:3]1[C:8]([O:10][CH3:11])=[O:9].[BH4-].[Na+]. Product: [OH:1][CH:2]1[CH2:7][CH2:6][S:5][CH2:4][CH:3]1[C:8]([O:10][CH3:11])=[O:9]. The catalyst class is: 1. (4) Reactant: [CH2:1]([O:3][CH2:4][C:5]([OH:7])=[O:6])[CH3:2].[C:8]([O:11][CH:12]1[C:13]([O:50][CH:51]([O:53][CH2:54][CH3:55])[CH3:52])([CH3:49])[CH2:14][CH2:15][CH:16](O)[CH2:17][C:18]([O:20][CH:21](/[C:26](/[CH3:47])=[CH:27]/[CH:28]=[CH:29]/[CH:30]([CH3:46])[CH2:31][CH:32]2[O:45][CH:33]2[CH:34]([CH3:44])[CH:35]([O:38][CH:39]([O:41][CH2:42][CH3:43])[CH3:40])[CH2:36][CH3:37])[CH:22]([CH3:25])[CH:23]=[CH:24]1)=[O:19])(=[O:10])[CH3:9].C1(N=C=NC2CCCCC2)CCCCC1.CN(C1C=CC=CN=1)C. Product: [C:8]([O:11][CH:12]1[C:13]([O:50][CH:51]([O:53][CH2:54][CH3:55])[CH3:52])([CH3:49])[CH2:14][CH2:15][CH:16]([O:6][C:5](=[O:7])[CH2:4][O:3][CH2:1][CH3:2])[CH2:17][C:18]([O:20][CH:21](/[C:26](/[CH3:47])=[CH:27]/[CH:28]=[CH:29]/[CH:30]([CH3:46])[CH2:31][CH:32]2[O:45][CH:33]2[CH:34]([CH3:44])[CH:35]([O:38][CH:39]([O:41][CH2:42][CH3:43])[CH3:40])[CH2:36][CH3:37])[CH:22]([CH3:25])[CH:23]=[CH:24]1)=[O:19])(=[O:10])[CH3:9]. The catalyst class is: 96. (5) The catalyst class is: 26. Reactant: [Cl:1][C:2]1[CH:7]=[CH:6][C:5]([C:8]2[NH:9][C:10]3[C:15]([CH:16]=2)=[CH:14][CH:13]=[CH:12][CH:11]=3)=[CH:4][C:3]=1[S:17]([NH:20][CH:21]1[CH2:26][CH2:25][CH2:24][CH2:23][CH2:22]1)(=[O:19])=[O:18].CN([CH:30]=[O:31])C.P(Cl)(Cl)(Cl)=O.C([O-])(=O)C.[Na+]. Product: [Cl:1][C:2]1[CH:7]=[CH:6][C:5]([C:8]2[NH:9][C:10]3[C:15]([C:16]=2[CH:30]=[O:31])=[CH:14][CH:13]=[CH:12][CH:11]=3)=[CH:4][C:3]=1[S:17]([NH:20][CH:21]1[CH2:26][CH2:25][CH2:24][CH2:23][CH2:22]1)(=[O:19])=[O:18]. (6) Reactant: BrC1C=CC(O)=C([C:8]2[CH:17]=[CH:16][C:15]3[C:10](=[CH:11][CH:12]=[C:13]([C:18]4[N:22]([CH:23]5[CH2:28][CH2:27][CH2:26][CH2:25][CH2:24]5)[C:21]5[CH:29]=[CH:30][C:31]([C:33]([OH:35])=[O:34])=[CH:32][C:20]=5[N:19]=4)[CH:14]=3)[N:9]=2)C=1.[Cl:37][C:38]1[CH:43]=[CH:42][C:41]([C:44]2[S:45][C:46](C(=O)C)=[C:47]([CH3:49])[N:48]=2)=[CH:40][CH:39]=1.[OH-].[K+]. Product: [Cl:37][C:38]1[CH:39]=[CH:40][C:41]([C:44]2[S:45][C:46]([C:8]3[CH:17]=[CH:16][C:15]4[C:10](=[CH:11][CH:12]=[C:13]([C:18]5[N:22]([CH:23]6[CH2:24][CH2:25][CH2:26][CH2:27][CH2:28]6)[C:21]6[CH:29]=[CH:30][C:31]([C:33]([OH:35])=[O:34])=[CH:32][C:20]=6[N:19]=5)[CH:14]=4)[N:9]=3)=[C:47]([CH3:49])[N:48]=2)=[CH:42][CH:43]=1. The catalyst class is: 8. (7) Reactant: [CH3:1][C:2]1[CH:3]=[C:4]([C:24]2[CH:29]=[CH:28][CH:27]=[CH:26][CH:25]=2)[CH:5]=[C:6]([CH3:23])[C:7]=1[C:8]1[C:9](=[O:22])[CH:10]([CH:15](O)[CH:16]2[CH2:20][CH2:19][O:18][CH2:17]2)[CH2:11][C:12]=1[O:13]C.Cl. Product: [CH3:23][C:6]1[CH:5]=[C:4]([C:24]2[CH:25]=[CH:26][CH:27]=[CH:28][CH:29]=2)[CH:3]=[C:2]([CH3:1])[C:7]=1[CH:8]1[C:9](=[O:22])[C:10](=[CH:15][CH:16]2[CH2:20][CH2:19][O:18][CH2:17]2)[CH2:11][C:12]1=[O:13]. The catalyst class is: 21. (8) Reactant: [F:1][C:2]1[CH:10]=[C:9]([C:11]2[N:16]=[C:15]3[N:17]([CH2:20][C:21]4[CH:22]=[C:23]5[C:28](=[CH:29][CH:30]=4)[N:27]=[CH:26][CH:25]=[CH:24]5)[N:18]=[N:19][C:14]3=[CH:13][CH:12]=2)[CH:8]=[CH:7][C:3]=1[C:4]([NH2:6])=[O:5].CCOCC.[ClH:36]. Product: [ClH:36].[F:1][C:2]1[CH:10]=[C:9]([C:11]2[N:16]=[C:15]3[N:17]([CH2:20][C:21]4[CH:22]=[C:23]5[C:28](=[CH:29][CH:30]=4)[N:27]=[CH:26][CH:25]=[CH:24]5)[N:18]=[N:19][C:14]3=[CH:13][CH:12]=2)[CH:8]=[CH:7][C:3]=1[C:4]([NH2:6])=[O:5]. The catalyst class is: 1. (9) Reactant: C1(N=C=NC2CCCCC2)CCCCC1.[NH2:16][CH2:17][C@@H:18]1[O:22][C:21](=[O:23])[N:20]([C:24]2[CH:29]=[CH:28][C:27]([C:30]3[S:31][CH2:32][C:33](=[O:36])[NH:34][N:35]=3)=[C:26]([F:37])[CH:25]=2)[CH2:19]1.C(N(CC)C(C)C)(C)C.[C:47](O)(=[O:50])[CH2:48][CH3:49]. Product: [F:37][C:26]1[CH:25]=[C:24]([N:20]2[CH2:19][C@H:18]([CH2:17][NH:16][C:47](=[O:50])[CH2:48][CH3:49])[O:22][C:21]2=[O:23])[CH:29]=[CH:28][C:27]=1[C:30]1[S:31][CH2:32][C:33](=[O:36])[NH:34][N:35]=1. The catalyst class is: 3. (10) Reactant: [H-].[Na+].C(OP([CH2:11][C:12]([O:14][CH2:15][CH3:16])=[O:13])(OCC)=O)C.[Br:17][C:18]1[CH:19]=[C:20]([C:28]([C:30]2[O:31][C:32]([CH3:35])=[N:33][N:34]=2)=O)[CH:21]=[C:22]([C:24]([F:27])([F:26])[F:25])[CH:23]=1.Cl. Product: [CH2:15]([O:14][C:12](=[O:13])/[CH:11]=[C:28](/[C:20]1[CH:21]=[C:22]([C:24]([F:27])([F:26])[F:25])[CH:23]=[C:18]([Br:17])[CH:19]=1)\[C:30]1[O:31][C:32]([CH3:35])=[N:33][N:34]=1)[CH3:16]. The catalyst class is: 20.